Predict the reaction yield, written as a fraction of the theoretical maximum amount of product (1.0 means a 100% yield; for example, 0.34 means a 34% yield). From a dataset of Reaction yield outcomes from USPTO patents with 853,638 reactions. (1) The reactants are [CH2:1]([C:3]1[CH:4]=[N:5][C:6]([N:9]2[CH2:14][CH2:13][CH:12]([C@H:15]3[CH2:17][C@H:16]3[CH2:18][O:19][CH2:20][C:21]3[CH:26]=[CH:25][C:24](Br)=[CH:23][C:22]=3[F:28])[CH2:11][CH2:10]2)=[N:7][CH:8]=1)[CH3:2].[B:29]1([B:29]2[O:33][C:32]([CH3:35])([CH3:34])[C:31]([CH3:37])([CH3:36])[O:30]2)[O:33][C:32]([CH3:35])([CH3:34])[C:31]([CH3:37])([CH3:36])[O:30]1.C([O-])(=O)C.[K+]. The catalyst is O1CCOCC1.C1C=CC(P(C2C=CC=CC=2)[C-]2C=CC=C2)=CC=1.C1C=CC(P(C2C=CC=CC=2)[C-]2C=CC=C2)=CC=1.Cl[Pd]Cl.[Fe+2]. The product is [CH2:1]([C:3]1[CH:4]=[N:5][C:6]([N:9]2[CH2:14][CH2:13][CH:12]([C@H:15]3[CH2:17][C@H:16]3[CH2:18][O:19][CH2:20][C:21]3[CH:26]=[CH:25][C:24]([B:29]4[O:33][C:32]([CH3:35])([CH3:34])[C:31]([CH3:37])([CH3:36])[O:30]4)=[CH:23][C:22]=3[F:28])[CH2:11][CH2:10]2)=[N:7][CH:8]=1)[CH3:2]. The yield is 0.800. (2) The yield is 0.530. The reactants are [Br:1][C:2]1[CH:3]=[CH:4][C:5]([O:10][C:11]([CH3:15])([C:13]#[CH:14])[CH3:12])=[C:6]([CH:9]=1)[CH:7]=[O:8]. The catalyst is CC#N. The product is [Br:1][C:2]1[CH:3]=[C:4]2[C:5](=[C:6]([CH:7]=[O:8])[CH:9]=1)[O:10][C:11]([CH3:15])([CH3:12])[CH:13]=[CH:14]2. (3) The reactants are [CH3:1][C:2]1[CH:12]=[C:5]2[NH:6][C:7]([CH3:11])=[CH:8][C:9](=O)[N:4]2[N:3]=1.CN(C)C1C=CC=CC=1.P(Cl)(Cl)([Cl:24])=O.[OH-].[Na+]. The catalyst is C1(C)C=CC=CC=1.C(OCC)(=O)C. The product is [Cl:24][C:9]1[N:4]2[N:3]=[C:2]([CH3:1])[CH:12]=[C:5]2[N:6]=[C:7]([CH3:11])[CH:8]=1. The yield is 0.590. (4) The reactants are C[O:2][C:3](=[O:28])[C:4]1[CH:9]=[CH:8][C:7]([NH:10][C:11](=[O:27])[C@@H:12]([C:19]2[CH:24]=[CH:23][C:22]([Cl:25])=[C:21]([Cl:26])[CH:20]=2)[CH2:13][CH:14]2[CH2:18][CH2:17][CH2:16][CH2:15]2)=[N:6][CH:5]=1.Cl. The catalyst is O1CCCC1.O. The product is [CH:14]1([CH2:13][C@H:12]([C:19]2[CH:24]=[CH:23][C:22]([Cl:25])=[C:21]([Cl:26])[CH:20]=2)[C:11]([NH:10][C:7]2[CH:8]=[CH:9][C:4]([C:3]([OH:28])=[O:2])=[CH:5][N:6]=2)=[O:27])[CH2:18][CH2:17][CH2:16][CH2:15]1. The yield is 0.0400. (5) The reactants are [NH:1]1[C:5]([C:6]2[CH:15]=[CH:14][CH:13]=[C:12]3[C:7]=2[CH2:8][CH2:9][CH2:10][N:11]3[C:16](=[O:29])[CH2:17][CH2:18][CH2:19][O:20][C:21]2[CH:26]=[CH:25][CH:24]=[C:23]([CH3:27])[C:22]=2[CH3:28])=[N:4][N:3]=[N:2]1.Br[CH2:31][C:32]1[CH:33]=[C:34]([NH:38][C:39](=[O:45])[O:40][C:41]([CH3:44])([CH3:43])[CH3:42])[CH:35]=[CH:36][CH:37]=1.C([O-])([O-])=O.[K+].[K+]. The catalyst is CN(C=O)C. The product is [CH3:28][C:22]1[C:23]([CH3:27])=[CH:24][CH:25]=[CH:26][C:21]=1[O:20][CH2:19][CH2:18][CH2:17][C:16]([N:11]1[C:12]2[C:7](=[C:6]([C:5]3[N:4]=[N:3][N:2]([CH2:31][C:32]4[CH:33]=[C:34]([NH:38][C:39](=[O:45])[O:40][C:41]([CH3:43])([CH3:42])[CH3:44])[CH:35]=[CH:36][CH:37]=4)[N:1]=3)[CH:15]=[CH:14][CH:13]=2)[CH2:8][CH2:9][CH2:10]1)=[O:29]. The yield is 0.400. (6) The yield is 0.170. The catalyst is C(Cl)Cl. The reactants are [S:1]1[C:5]2[CH:6]=[CH:7][CH:8]=[CH:9][C:4]=2[N:3]=[C:2]1[O:10][C:11]1[CH:16]=[CH:15][C:14]([CH2:17][CH2:18][N:19]2[CH2:24][CH2:23][CH:22]([C:25]([OH:27])=O)[CH2:21][CH2:20]2)=[CH:13][CH:12]=1.CN1CCOCC1.N1C(Cl)=NC(Cl)=NC=1Cl.[CH2:44]([O:51][NH2:52])[C:45]1[CH:50]=[CH:49][CH:48]=[CH:47][CH:46]=1. The product is [CH2:44]([O:51][NH:52][C:25]([CH:22]1[CH2:21][CH2:20][N:19]([CH2:18][CH2:17][C:14]2[CH:15]=[CH:16][C:11]([O:10][C:2]3[S:1][C:5]4[CH:6]=[CH:7][CH:8]=[CH:9][C:4]=4[N:3]=3)=[CH:12][CH:13]=2)[CH2:24][CH2:23]1)=[O:27])[C:45]1[CH:50]=[CH:49][CH:48]=[CH:47][CH:46]=1.